Dataset: Catalyst prediction with 721,799 reactions and 888 catalyst types from USPTO. Task: Predict which catalyst facilitates the given reaction. (1) Reactant: [N:1]([C:4]([C:14]([O:16][CH2:17][CH3:18])=[O:15])=[CH:5][C:6]1[O:10][C:9](C(O)=O)=[CH:8][CH:7]=1)=[N+:2]=[N-:3].C([O-])(O)=O.[Na+].[B-](F)(F)(F)[F:25].[B-](F)(F)(F)F.C1[N+]2(CCl)CC[N+](F)(CC2)C1.O. Product: [N:1]([C:4](=[CH:5][C:6]1[O:10][C:9]([F:25])=[CH:8][CH:7]=1)[C:14]([O:16][CH2:17][CH3:18])=[O:15])=[N+:2]=[N-:3]. The catalyst class is: 521. (2) Reactant: C(Cl)(=O)C(Cl)=O.[Cl:7][C:8]1[CH:9]=[C:10]([C:15]([C@H:17]2[CH2:19][C@@H:18]2[C:20]([OH:22])=O)=[O:16])[CH:11]=[CH:12][C:13]=1[F:14].C[N:24](C=O)C.N. The catalyst class is: 2. Product: [Cl:7][C:8]1[CH:9]=[C:10]([C:15]([C@H:17]2[CH2:19][C@@H:18]2[C:20]([NH2:24])=[O:22])=[O:16])[CH:11]=[CH:12][C:13]=1[F:14]. (3) Reactant: [F:1][C:2]([F:10])([F:9])[CH:3]([OH:8])[CH2:4][C:5]([CH3:7])=[CH2:6].N1C=CC=CC=1.[F:17][C:18]([F:49])([S:29](O[S:29]([C:18]([F:17])([F:49])[C:19]([F:27])([F:28])[C:20]([F:26])([F:25])[C:21]([F:24])([F:23])[F:22])(=[O:31])=[O:30])(=[O:31])=[O:30])[C:19]([F:28])([F:27])[C:20]([F:26])([F:25])[C:21]([F:24])([F:23])[F:22]. Product: [F:49][C:18]([F:17])([S:29]([O:8][CH:3]([CH2:4][C:5]([CH3:7])=[CH2:6])[C:2]([F:10])([F:9])[F:1])(=[O:31])=[O:30])[C:19]([F:27])([F:28])[C:20]([F:26])([F:25])[C:21]([F:24])([F:23])[F:22]. The catalyst class is: 4.